This data is from NCI-60 drug combinations with 297,098 pairs across 59 cell lines. The task is: Regression. Given two drug SMILES strings and cell line genomic features, predict the synergy score measuring deviation from expected non-interaction effect. (1) Drug 1: CS(=O)(=O)C1=CC(=C(C=C1)C(=O)NC2=CC(=C(C=C2)Cl)C3=CC=CC=N3)Cl. Drug 2: CNC(=O)C1=NC=CC(=C1)OC2=CC=C(C=C2)NC(=O)NC3=CC(=C(C=C3)Cl)C(F)(F)F. Cell line: SW-620. Synergy scores: CSS=14.0, Synergy_ZIP=-2.41, Synergy_Bliss=-0.522, Synergy_Loewe=-13.9, Synergy_HSA=-5.99. (2) Drug 1: CCC1=CC2CC(C3=C(CN(C2)C1)C4=CC=CC=C4N3)(C5=C(C=C6C(=C5)C78CCN9C7C(C=CC9)(C(C(C8N6C)(C(=O)OC)O)OC(=O)C)CC)OC)C(=O)OC.C(C(C(=O)O)O)(C(=O)O)O. Drug 2: CCN(CC)CCCC(C)NC1=C2C=C(C=CC2=NC3=C1C=CC(=C3)Cl)OC. Cell line: 786-0. Synergy scores: CSS=62.3, Synergy_ZIP=4.07, Synergy_Bliss=4.25, Synergy_Loewe=5.70, Synergy_HSA=8.45. (3) Drug 2: CC1C(C(CC(O1)OC2CC(CC3=C2C(=C4C(=C3O)C(=O)C5=CC=CC=C5C4=O)O)(C(=O)C)O)N)O. Cell line: MALME-3M. Drug 1: CS(=O)(=O)CCNCC1=CC=C(O1)C2=CC3=C(C=C2)N=CN=C3NC4=CC(=C(C=C4)OCC5=CC(=CC=C5)F)Cl. Synergy scores: CSS=49.7, Synergy_ZIP=2.12, Synergy_Bliss=2.94, Synergy_Loewe=-39.7, Synergy_HSA=2.05. (4) Drug 1: CC1=C2C(C(=O)C3(C(CC4C(C3C(C(C2(C)C)(CC1OC(=O)C(C(C5=CC=CC=C5)NC(=O)OC(C)(C)C)O)O)OC(=O)C6=CC=CC=C6)(CO4)OC(=O)C)OC)C)OC. Drug 2: CC1=C(C(=O)C2=C(C1=O)N3CC4C(C3(C2COC(=O)N)OC)N4)N. Cell line: HOP-92. Synergy scores: CSS=19.4, Synergy_ZIP=-9.68, Synergy_Bliss=-3.55, Synergy_Loewe=-13.6, Synergy_HSA=-2.47.